From a dataset of Full USPTO retrosynthesis dataset with 1.9M reactions from patents (1976-2016). Predict the reactants needed to synthesize the given product. (1) Given the product [I:8][C:14]1[C:13]2[C:18](=[CH:19][CH:20]=[C:11]([O:10][CH3:9])[CH:12]=2)[C:17]([OH:21])=[N:16][CH:15]=1, predict the reactants needed to synthesize it. The reactants are: C1C(=O)N([I:8])C(=O)C1.[CH3:9][O:10][C:11]1[CH:12]=[C:13]2[C:18](=[CH:19][CH:20]=1)[C:17]([OH:21])=[N:16][CH:15]=[CH:14]2. (2) Given the product [OH:6][CH2:7][CH2:8][CH2:9][CH2:10][O:11][C:12]1[C:38]([O:39][CH3:40])=[CH:37][C:15]2[NH:16][C:17](=[O:36])[C:18]3[CH:24]=[CH:23][C:22]([C:25]4[CH:30]=[CH:29][C:28]([N+:31]([O-:33])=[O:32])=[C:27]([O:34][CH3:35])[CH:26]=4)=[CH:21][C:19]=3[NH:20][C:14]=2[CH:13]=1, predict the reactants needed to synthesize it. The reactants are: C([Si](C)(C)[O:6][CH2:7][CH2:8][CH2:9][CH2:10][O:11][C:12]1[C:38]([O:39][CH3:40])=[CH:37][C:15]2[NH:16][C:17](=[O:36])[C:18]3[CH:24]=[CH:23][C:22]([C:25]4[CH:30]=[CH:29][C:28]([N+:31]([O-:33])=[O:32])=[C:27]([O:34][CH3:35])[CH:26]=4)=[CH:21][C:19]=3[NH:20][C:14]=2[CH:13]=1)(C)(C)C.[N+](CC)(CC)(CC)CC.[F-].O. (3) Given the product [CH2:11]([O:14][C:15]1[C:22]([O:23][CH3:24])=[CH:21][C:18]([CH:19]2[C:6]3[CH:7]=[C:8]4[O:9][CH2:1][O:2][C:3]4=[CH:4][C:5]=3[O:10][C:26]([NH2:30])=[C:27]2[C:28]#[N:29])=[CH:17][C:16]=1[Br:25])[CH:12]=[CH2:13], predict the reactants needed to synthesize it. The reactants are: [CH2:1]1[O:9][C:8]2[CH:7]=[CH:6][C:5]([OH:10])=[CH:4][C:3]=2[O:2]1.[CH2:11]([O:14][C:15]1[C:22]([O:23][CH3:24])=[CH:21][C:18]([CH:19]=O)=[CH:17][C:16]=1[Br:25])[CH:12]=[CH2:13].[C:26](#[N:30])[CH2:27][C:28]#[N:29].N1CCCCC1. (4) Given the product [CH3:23][NH:24][C:5]1[N:10]=[CH:9][C:8]([C:11]#[C:12][C:13]2[CH:18]=[CH:17][CH:16]=[CH:15][CH:14]=2)=[CH:7][N:6]=1, predict the reactants needed to synthesize it. The reactants are: CS([C:5]1[N:10]=[CH:9][C:8]([C:11]#[C:12][C:13]2[CH:18]=[CH:17][CH:16]=[CH:15][CH:14]=2)=[CH:7][N:6]=1)(=O)=O.Cl.CN.C[CH2:23][N:24](CC)CC. (5) Given the product [F:26][C:2]([F:1])([F:25])[C:3]1[N:8]2[N:9]=[CH:10][C:11]([C:12]3[O:37][N:36]=[C:34]([C:32]4[CH:31]=[CH:30][N:29]=[C:28]([NH2:27])[CH:33]=4)[N:35]=3)=[C:7]2[N:6]=[C:5]([C:15]2[CH:16]=[CH:17][C:18]([C:21]([F:24])([F:23])[F:22])=[CH:19][CH:20]=2)[CH:4]=1, predict the reactants needed to synthesize it. The reactants are: [F:1][C:2]([F:26])([F:25])[C:3]1[N:8]2[N:9]=[CH:10][C:11]([C:12](O)=O)=[C:7]2[N:6]=[C:5]([C:15]2[CH:20]=[CH:19][C:18]([C:21]([F:24])([F:23])[F:22])=[CH:17][CH:16]=2)[CH:4]=1.[NH2:27][C:28]1[CH:33]=[C:32]([C:34]([NH:36][OH:37])=[NH:35])[CH:31]=[CH:30][N:29]=1. (6) Given the product [CH3:23][C:13]1[S:14][C:15]([C:16]2[CH:17]=[C:18]([CH3:22])[CH:19]=[CH:20][CH:21]=2)=[C:11]([C:9]([N:8]2[CH2:7][C@@H:6]3[C@@H:4]([CH2:5]3)[C@H:3]2[CH2:2][NH:1][C:29]([C:26]2[CH:27]=[CH:28][O:24][CH:25]=2)=[O:30])=[O:10])[N:12]=1, predict the reactants needed to synthesize it. The reactants are: [NH2:1][CH2:2][C@H:3]1[N:8]([C:9]([C:11]2[N:12]=[C:13]([CH3:23])[S:14][C:15]=2[C:16]2[CH:17]=[C:18]([CH3:22])[CH:19]=[CH:20][CH:21]=2)=[O:10])[CH2:7][C@@H:6]2[C@H:4]1[CH2:5]2.[O:24]1[CH:28]=[CH:27][C:26]([C:29](O)=[O:30])=[CH:25]1. (7) Given the product [F:1][C:2]1[CH:18]=[CH:17][CH:16]=[CH:15][C:3]=1[CH2:4][N:5]1[C:9]2[CH2:10][CH2:11][CH2:12][C:8]=2[C:7]([C:13](=[NH:27])[NH2:14])=[N:6]1, predict the reactants needed to synthesize it. The reactants are: [F:1][C:2]1[CH:18]=[CH:17][CH:16]=[CH:15][C:3]=1[CH2:4][N:5]1[C:9]2[CH2:10][CH2:11][CH2:12][C:8]=2[C:7]([C:13]#[N:14])=[N:6]1.C[O-].[Na+].C(O)(=O)C.[Cl-].[NH4+:27]. (8) Given the product [CH3:37][C:18]1[CH:23]=[CH:22][C:21]([S:24][CH2:25][C:26]([C:28]2[S:32][C:31]([CH2:33][C:34]([NH:17][C:14]3[CH:15]=[C:16]4[C:11]([CH:10]=[N:9][N:8]4[CH2:7][CH2:6][N:1]4[CH2:5][CH2:4][CH2:3][CH2:2]4)=[CH:12][CH:13]=3)=[O:35])=[CH:30][CH:29]=2)=[O:27])=[CH:20][CH:19]=1, predict the reactants needed to synthesize it. The reactants are: [N:1]1([CH2:6][CH2:7][N:8]2[C:16]3[C:11](=[CH:12][CH:13]=[C:14]([NH2:17])[CH:15]=3)[CH:10]=[N:9]2)[CH2:5][CH2:4][CH2:3][CH2:2]1.[C:18]1([CH3:37])[CH:23]=[CH:22][C:21]([S:24][CH2:25][C:26]([C:28]2[S:32][C:31]([CH2:33][C:34](O)=[O:35])=[CH:30][CH:29]=2)=[O:27])=[CH:20][CH:19]=1.